This data is from Reaction yield outcomes from USPTO patents with 853,638 reactions. The task is: Predict the reaction yield, written as a fraction of the theoretical maximum amount of product (1.0 means a 100% yield; for example, 0.34 means a 34% yield). (1) The reactants are [CH2:1]([O:3][C:4](=[O:17])[C:5](=O)[CH2:6][C:7]([C:9]1[CH:14]=[CH:13][CH:12]=[C:11]([Cl:15])[CH:10]=1)=[O:8])[CH3:2].[NH2:18]O.O.Cl. The catalyst is C(O)C. The product is [Cl:15][C:11]1[CH:10]=[C:9]([C:7]2[O:8][N:18]=[C:5]([C:4]([O:3][CH2:1][CH3:2])=[O:17])[CH:6]=2)[CH:14]=[CH:13][CH:12]=1. The yield is 0.986. (2) The catalyst is C1C=CC([P]([Pd]([P](C2C=CC=CC=2)(C2C=CC=CC=2)C2C=CC=CC=2)([P](C2C=CC=CC=2)(C2C=CC=CC=2)C2C=CC=CC=2)[P](C2C=CC=CC=2)(C2C=CC=CC=2)C2C=CC=CC=2)(C2C=CC=CC=2)C2C=CC=CC=2)=CC=1. The product is [CH2:8]([C:34]1[CH:35]=[C:36]2[C:31](=[CH:32][CH:33]=1)[C:30](=[O:29])[CH2:39][CH2:38][CH2:37]2)[CH2:9][CH2:2][CH2:3][CH2:4][CH2:5][CH2:6][CH3:7]. The reactants are B1[CH:6]2[CH2:7][CH2:8][CH2:9][CH:2]1[CH2:3][CH2:4][CH2:5]2.C=CCCCCCC.[O-]P([O-])([O-])=O.[K+].[K+].[K+].[K+].[Br-].O.[O:29]=[C:30]1[CH2:39][CH2:38][CH2:37][C:36]2[CH:35]=[C:34](OS(C(F)(F)F)(=O)=O)[CH:33]=[CH:32][C:31]1=2. The yield is 0.820. (3) The reactants are [F:1][C:2]1[CH:7]=[CH:6][C:5]([C:8]2[N:9]=[C:10]([CH:13]3[CH2:18][CH2:17][NH:16][CH2:15][CH2:14]3)[NH:11][CH:12]=2)=[CH:4][C:3]=1[C:19]([F:22])([F:21])[F:20].[ClH:23]. The catalyst is CO. The product is [ClH:23].[F:1][C:2]1[CH:7]=[CH:6][C:5]([C:8]2[N:9]=[C:10]([CH:13]3[CH2:18][CH2:17][NH:16][CH2:15][CH2:14]3)[NH:11][CH:12]=2)=[CH:4][C:3]=1[C:19]([F:20])([F:21])[F:22]. The yield is 0.790. (4) The reactants are C(O)C.[C:4]([C:7]1[CH:8]=[CH:9][C:10]([O:30]CC2C=CC=CC=2)=[C:11]([CH:29]=1)[C:12]([NH:14][C:15]1[CH:20]=[C:19]([C:21]([F:24])([F:23])[F:22])[CH:18]=[C:17]([C:25]([F:28])([F:27])[F:26])[CH:16]=1)=[O:13])(=[O:6])[CH3:5]. The catalyst is [C].[Pd].O1CCCC1. The product is [C:4]([C:7]1[CH:8]=[CH:9][C:10]([OH:30])=[C:11]([CH:29]=1)[C:12]([NH:14][C:15]1[CH:16]=[C:17]([C:25]([F:26])([F:27])[F:28])[CH:18]=[C:19]([C:21]([F:22])([F:23])[F:24])[CH:20]=1)=[O:13])(=[O:6])[CH3:5]. The yield is 0.470.